Dataset: Catalyst prediction with 721,799 reactions and 888 catalyst types from USPTO. Task: Predict which catalyst facilitates the given reaction. (1) Reactant: Br[C:2]1[CH:7]=[C:6]([CH:8]2[N:12]([C:13]3[CH:18]=[CH:17][C:16]([F:19])=[CH:15][C:14]=3[F:20])[N:11]=[C:10]([C:21]([F:27])([F:26])[C:22]([F:25])([F:24])[F:23])[CH2:9]2)[CH:5]=[CH:4][N:3]=1.[CH3:28][S:29][C:30]1[CH:31]=[C:32](B(O)O)[CH:33]=[CH:34][CH:35]=1.C(=O)([O-])[O-].[Na+].[Na+].C(O)C. Product: [F:20][C:14]1[CH:15]=[C:16]([F:19])[CH:17]=[CH:18][C:13]=1[N:12]1[CH:8]([C:6]2[CH:5]=[CH:4][N:3]=[C:2]([C:34]3[CH:33]=[CH:32][CH:31]=[C:30]([S:29][CH3:28])[CH:35]=3)[CH:7]=2)[CH2:9][C:10]([C:21]([F:27])([F:26])[C:22]([F:25])([F:24])[F:23])=[N:11]1. The catalyst class is: 276. (2) Reactant: [CH2:1]([O:3][C:4]([C:6]1[CH:10]=[C:9]([CH3:11])[N:8]([C:12]2[CH:17]=[CH:16][C:15]([Br:18])=[CH:14][N:13]=2)[N:7]=1)=O)C.BrC1C=C[C:23]([NH:26][NH2:27])=NC=1.C(O)(=[O:30])C.O=C(CC(=O)C)C(OCC)=O. Product: [Br:18][C:15]1[CH:16]=[CH:17][C:12]([N:8]2[C:9]([CH3:11])=[CH:10][C:6]([C:4]3[O:3][C:1](=[O:30])[N:26]([CH3:23])[N:27]=3)=[N:7]2)=[N:13][CH:14]=1. The catalyst class is: 8. (3) Reactant: [O:1]=[C:2]1[C:10]2[C:5](=[CH:6][CH:7]=[CH:8][CH:9]=2)[C:4](=[O:11])[N:3]1[C@H:12]([CH2:16][CH2:17][S:18][CH3:19])[C:13]([OH:15])=[O:14].[OH:20]O. Product: [O:1]=[C:2]1[C:10]2[C:5](=[CH:6][CH:7]=[CH:8][CH:9]=2)[C:4](=[O:11])[N:3]1[C@H:12]([CH2:16][CH2:17][S:18]([CH3:19])=[O:20])[C:13]([OH:15])=[O:14]. The catalyst class is: 5. (4) Reactant: [CH3:1][O:2][CH2:3][CH2:4][O:5][CH2:6][CH2:7][O:8][CH2:9][CH2:10][OH:11].C(N(CC)CC)C.[CH3:19][S:20](Cl)(=[O:22])=[O:21].[Cl-]. Product: [CH3:1][O:2][CH2:3][CH2:4][O:5][CH2:6][CH2:7][O:8][CH2:9][CH2:10][O:11][S:20]([CH3:19])(=[O:22])=[O:21]. The catalyst class is: 4. (5) Reactant: [CH3:1][O:2][C:3]([C:5]1[S:6][C:7](Br)=[CH:8][C:9]=1[O:10][CH:11]([C:13]1[CH:18]=[CH:17][CH:16]=[CH:15][C:14]=1[Cl:19])[CH3:12])=[O:4].CC1(C)C(C)(C)OB([C:29]2[CH:30]=[C:31]3[CH:37]=[CH:36][NH:35][C:32]3=[N:33][CH:34]=2)O1.C([O-])([O-])=O.[K+].[K+]. Product: [CH3:1][O:2][C:3]([C:5]1[S:6][C:7]([C:29]2[CH:30]=[C:31]3[CH:37]=[CH:36][NH:35][C:32]3=[N:33][CH:34]=2)=[CH:8][C:9]=1[O:10][CH:11]([C:13]1[CH:18]=[CH:17][CH:16]=[CH:15][C:14]=1[Cl:19])[CH3:12])=[O:4]. The catalyst class is: 335. (6) Reactant: C(N(CC)CC)C.Cl.O.[NH:10]1[CH2:15][CH2:14][C:13](=[O:16])[CH2:12][CH2:11]1.Cl[C:18]1[N:23]=[C:22]([O:24][C:25]2[CH:51]=[CH:50][CH:49]=[CH:48][C:26]=2[CH2:27][NH:28][C:29]([NH:31][C:32]2[N:36]([C:37]3[CH:42]=[CH:41][C:40]([CH3:43])=[CH:39][CH:38]=3)[N:35]=[C:34]([C:44]([CH3:47])([CH3:46])[CH3:45])[CH:33]=2)=[O:30])[CH:21]=[CH:20][N:19]=1.C(=O)([O-])[O-].[Na+].[Na+]. Product: [O:16]=[C:13]1[CH2:14][CH2:15][N:10]([C:18]2[N:23]=[C:22]([O:24][C:25]3[CH:51]=[CH:50][CH:49]=[CH:48][C:26]=3[CH2:27][NH:28][C:29]([NH:31][C:32]3[N:36]([C:37]4[CH:42]=[CH:41][C:40]([CH3:43])=[CH:39][CH:38]=4)[N:35]=[C:34]([C:44]([CH3:46])([CH3:47])[CH3:45])[CH:33]=3)=[O:30])[CH:21]=[CH:20][N:19]=2)[CH2:11][CH2:12]1. The catalyst class is: 8. (7) Reactant: [H-].[Na+].[CH2:3]([OH:10])[C:4]1[CH:9]=[CH:8][CH:7]=[CH:6][CH:5]=1.Cl[C:12]1[CH:17]=[C:16]([C:18]#[N:19])[CH:15]=[CH:14][N:13]=1.C(OCC)(=O)C. Product: [CH2:3]([O:10][C:12]1[CH:17]=[C:16]([CH:15]=[CH:14][N:13]=1)[C:18]#[N:19])[C:4]1[CH:9]=[CH:8][CH:7]=[CH:6][CH:5]=1. The catalyst class is: 30. (8) Reactant: [O:1]1[CH2:5][CH2:4][CH:3]([CH2:6][CH:7]=[O:8])[CH2:2]1.[Br:9]C1(Br)C(=O)NC(=O)NC1=O.Br. Product: [Br:9][CH:6]([CH:3]1[CH2:4][CH2:5][O:1][CH2:2]1)[CH:7]=[O:8]. The catalyst class is: 2. (9) Reactant: Cl[C:2]1[CH:7]=[C:6]([Cl:8])[N:5]=[C:4]([C:9]2[CH:14]=[CH:13][CH:12]=[CH:11][N:10]=2)[N:3]=1.[NH:15]1[C:23]2[C:18](=[CH:19][CH:20]=[CH:21][CH:22]=2)[C:17]([CH2:24][CH2:25][NH2:26])=[CH:16]1.CCN(C(C)C)C(C)C.O. Product: [Cl:8][C:6]1[N:5]=[C:4]([C:9]2[CH:14]=[CH:13][CH:12]=[CH:11][N:10]=2)[N:3]=[C:2]([NH:26][CH2:25][CH2:24][C:17]2[C:18]3[C:23](=[CH:22][CH:21]=[CH:20][CH:19]=3)[NH:15][CH:16]=2)[CH:7]=1. The catalyst class is: 41. (10) Reactant: Cl.[C@@H:2]12[NH:9][C@@H:6]([CH2:7][CH2:8]1)[CH2:5][N:4]([C:10]1[CH:15]=[CH:14][N:13]=[C:12]([NH:16][C:17]3[CH:18]=[N:19][N:20]([CH3:22])[CH:21]=3)[N:11]=1)[CH2:3]2.C(N(CC)CC)C.[CH3:30][S:31](Cl)(=[O:33])=[O:32]. Product: [CH3:22][N:20]1[CH:21]=[C:17]([NH:16][C:12]2[N:11]=[C:10]([N:4]3[CH2:5][C@H:6]4[N:9]([S:31]([CH3:30])(=[O:33])=[O:32])[C@H:2]([CH2:8][CH2:7]4)[CH2:3]3)[CH:15]=[CH:14][N:13]=2)[CH:18]=[N:19]1. The catalyst class is: 2.